From a dataset of Full USPTO retrosynthesis dataset with 1.9M reactions from patents (1976-2016). Predict the reactants needed to synthesize the given product. (1) Given the product [F:1][C:2]1[CH:7]=[CH:6][C:5]([CH2:8][N:9]([CH3:23])[CH:10]2[CH2:11][CH2:12][NH:13][CH2:14][CH2:15]2)=[C:4]([C:24]([F:27])([F:25])[F:26])[CH:3]=1, predict the reactants needed to synthesize it. The reactants are: [F:1][C:2]1[CH:7]=[CH:6][C:5]([CH2:8][N:9]([CH3:23])[CH:10]2[CH2:15][CH2:14][N:13](C(OC(C)(C)C)=O)[CH2:12][CH2:11]2)=[C:4]([C:24]([F:27])([F:26])[F:25])[CH:3]=1.FC(F)(F)C(O)=O. (2) Given the product [Br:12][C:9]1[C:4]([C:5]([O:7][CH3:8])=[O:6])=[C:3]([N+:13]([O-:15])=[O:14])[C:2]([NH:1][CH:24]([CH2:17][C:18]([O:20][CH2:21][CH3:22])=[O:19])[CH3:27])=[CH:11][CH:10]=1, predict the reactants needed to synthesize it. The reactants are: [NH2:1][C:2]1[C:3]([N+:13]([O-:15])=[O:14])=[C:4]([C:9]([Br:12])=[CH:10][CH:11]=1)[C:5]([O:7][CH3:8])=[O:6].Br[C:17]([CH3:24])(C)[C:18]([O:20][CH2:21][CH3:22])=[O:19].[I-].[K+].[C:27](=O)([O-])[O-].[Cs+].[Cs+]. (3) Given the product [CH3:1][CH:2]([CH2:16][CH2:17][CH2:18][CH:19]([CH3:31])[CH2:20][CH2:21][CH2:22][CH:23]([CH3:30])[CH2:24][CH2:25][CH2:26][CH:27]([CH3:29])[CH3:28])[CH2:3][CH2:4][CH2:5][CH2:6][O:7][CH2:8][C:9]([CH2:12][OH:13])([CH2:14][OH:15])[CH2:10][OH:11].[OH2:7], predict the reactants needed to synthesize it. The reactants are: [CH3:1][CH:2]([CH2:16][CH2:17][CH2:18][CH:19]([CH3:31])[CH2:20][CH2:21][CH2:22][CH:23]([CH3:30])[CH2:24][CH2:25][CH2:26][CH:27]([CH3:29])[CH3:28])[CH2:3][CH2:4][CH2:5][CH2:6][O:7][CH2:8][C:9]([CH2:14][OH:15])([CH2:12][OH:13])[CH2:10][OH:11]. (4) Given the product [CH:16]1([C:22]([N:4]2[CH2:5][C:6]3[CH:11]=[CH:10][C:9]([C:12]([O:14][CH3:15])=[O:13])=[CH:8][C:7]=3[O:1][CH2:2][CH2:3]2)=[O:23])[CH2:21][CH2:20][CH2:19][CH2:18][CH2:17]1, predict the reactants needed to synthesize it. The reactants are: [O:1]1[C:7]2[CH:8]=[C:9]([C:12]([O:14][CH3:15])=[O:13])[CH:10]=[CH:11][C:6]=2[CH2:5][NH:4][CH2:3][CH2:2]1.[CH:16]1([C:22](O)=[O:23])[CH2:21][CH2:20][CH2:19][CH2:18][CH2:17]1. (5) Given the product [NH2:1][C:2]1[N:3]=[C:4]([NH:19][CH2:20][CH2:21][NH:22][S:23]([C:26]2[CH:31]=[CH:30][C:29]([Cl:32])=[CH:28][CH:27]=2)(=[O:25])=[O:24])[C:5]([C:13]#[N:14])=[C:6]([C:8]2[O:9][CH:10]=[CH:11][CH:12]=2)[N:7]=1, predict the reactants needed to synthesize it. The reactants are: [NH2:1][C:2]1[N:7]=[C:6]([C:8]2[O:9][CH:10]=[CH:11][CH:12]=2)[C:5]([C:13]#[N:14])=[C:4](S(C)=O)[N:3]=1.Cl.[NH2:19][CH2:20][CH2:21][NH:22][S:23]([C:26]1[CH:31]=[CH:30][C:29]([Cl:32])=[CH:28][CH:27]=1)(=[O:25])=[O:24].C1CCN2C(=NCCC2)CC1.